Dataset: Full USPTO retrosynthesis dataset with 1.9M reactions from patents (1976-2016). Task: Predict the reactants needed to synthesize the given product. (1) Given the product [ClH:1].[CH3:25][N:13]1[C:12]2[CH:26]=[CH:27][C:9]([NH:8][C:6]3[CH:5]=[CH:4][N:3]=[C:2]([NH:29][C:30]4[CH:31]=[C:32]([S:36]([NH2:39])(=[O:37])=[O:38])[CH:33]=[CH:34][CH:35]=4)[N:7]=3)=[CH:10][C:11]=2[N:15]=[C:14]1[NH:16][CH2:17][CH2:18][C:19]1[CH:24]=[CH:23][CH:22]=[CH:21][CH:20]=1, predict the reactants needed to synthesize it. The reactants are: [Cl:1][C:2]1[N:7]=[C:6]([N:8](C)[C:9]2[CH:27]=[CH:26][C:12]3[N:13]([CH3:25])[C:14]([NH:16][CH2:17][CH2:18][C:19]4[CH:24]=[CH:23][CH:22]=[CH:21][CH:20]=4)=[N:15][C:11]=3[CH:10]=2)[CH:5]=[CH:4][N:3]=1.[NH2:29][C:30]1[CH:31]=[C:32]([S:36]([NH2:39])(=[O:38])=[O:37])[CH:33]=[CH:34][CH:35]=1. (2) Given the product [Cl:1][C:2]1[C:7]([O:8][CH2:9][CH3:10])=[CH:6][C:5]([CH:11]=[O:12])=[CH:4][C:3]=1[N:13]1[CH2:14][CH2:15][S:16](=[O:20])(=[O:19])[CH2:17][CH2:18]1, predict the reactants needed to synthesize it. The reactants are: [Cl:1][C:2]1[C:7]([O:8][CH2:9][CH3:10])=[CH:6][C:5]([CH2:11][OH:12])=[CH:4][C:3]=1[N:13]1[CH2:18][CH2:17][S:16](=[O:20])(=[O:19])[CH2:15][CH2:14]1.